Dataset: CYP3A4 inhibition data for predicting drug metabolism from PubChem BioAssay. Task: Regression/Classification. Given a drug SMILES string, predict its absorption, distribution, metabolism, or excretion properties. Task type varies by dataset: regression for continuous measurements (e.g., permeability, clearance, half-life) or binary classification for categorical outcomes (e.g., BBB penetration, CYP inhibition). Dataset: cyp3a4_veith. (1) The compound is CC1(C)O[C@H]2O[C@@H]([C@H](O)CON3C(=O)c4ccccc4C3=O)[C@H](O)[C@H]2O1. The result is 0 (non-inhibitor). (2) The molecule is Cc1cccc(-n2cccc2)c1C#N. The result is 0 (non-inhibitor). (3) The drug is O=C(/C=C/c1ccc(Cl)cc1)NCCN1CCOCC1. The result is 0 (non-inhibitor). (4) The molecule is O=C(O)CSc1nnc2c3ccccc3c3ccccc3c2n1. The result is 0 (non-inhibitor). (5) The molecule is Clc1ccccc1-c1nc(NCCN2CCOCC2)c2ccccc2n1. The result is 1 (inhibitor).